This data is from Full USPTO retrosynthesis dataset with 1.9M reactions from patents (1976-2016). The task is: Predict the reactants needed to synthesize the given product. (1) The reactants are: [F:1][C:2]1[CH:3]=[C:4]2[C:9]3=[C:10]([CH2:27][CH2:28][CH:29]([CH3:30])[N:8]3[C:7](=[O:31])[NH:6][C:5]2=[O:32])[C:11]=1[N:12]1[CH2:16][CH2:15][C@@H:14]([C@@H:17]([NH:19]C(=O)OC(C)(C)C)[CH3:18])[CH2:13]1.[ClH:33]. Given the product [ClH:33].[NH2:19][C@H:17]([C@@H:14]1[CH2:15][CH2:16][N:12]([C:11]2[C:10]3[CH2:27][CH2:28][CH:29]([CH3:30])[N:8]4[C:9]=3[C:4]([C:5](=[O:32])[NH:6][C:7]4=[O:31])=[CH:3][C:2]=2[F:1])[CH2:13]1)[CH3:18], predict the reactants needed to synthesize it. (2) Given the product [O:9]1[CH2:14][CH2:13][CH2:12][CH2:11][CH:10]1[O:1][CH2:2][C@H:3]1[O:7][C:6](=[O:8])[CH2:5][CH2:4]1, predict the reactants needed to synthesize it. The reactants are: [OH:1][CH2:2][C@H:3]1[O:7][C:6](=[O:8])[CH2:5][CH2:4]1.[O:9]1[CH:14]=[CH:13][CH2:12][CH2:11][CH2:10]1.C1(C)C=CC(S([O-])(=O)=O)=CC=1.[NH+]1C=CC=CC=1. (3) Given the product [Cl:10][C:7]1[C:3]([C:2]([F:9])([F:8])[F:1])=[N:4][NH:5][CH:6]=1, predict the reactants needed to synthesize it. The reactants are: [F:1][C:2]([F:9])([F:8])[C:3]1[CH:7]=[CH:6][NH:5][N:4]=1.[Cl:10][O-].[Na+].O.C(=O)([O-])[O-].[Na+].[Na+].